Dataset: Catalyst prediction with 721,799 reactions and 888 catalyst types from USPTO. Task: Predict which catalyst facilitates the given reaction. (1) Reactant: C([NH:8][CH:9]1[CH2:14][CH:13]([C:15]2[CH:20]=[CH:19][N:18]=[CH:17][C:16]=2[N+:21]([O-])=O)[O:12][CH:11]([CH3:24])[CH:10]1[O:25][Si:26]([C:29]([CH3:32])([CH3:31])[CH3:30])([CH3:28])[CH3:27])C1C=CC=CC=1.[C:41](O[C:41]([O:43][C:44]([CH3:47])([CH3:46])[CH3:45])=[O:42])([O:43][C:44]([CH3:47])([CH3:46])[CH3:45])=[O:42]. Product: [NH2:21][C:16]1[CH:17]=[N:18][CH:19]=[CH:20][C:15]=1[CH:13]1[O:12][CH:11]([CH3:24])[CH:10]([O:25][Si:26]([C:29]([CH3:32])([CH3:31])[CH3:30])([CH3:27])[CH3:28])[CH:9]([NH:8][C:41](=[O:42])[O:43][C:44]([CH3:45])([CH3:46])[CH3:47])[CH2:14]1. The catalyst class is: 293. (2) Reactant: [NH2:1][C:2]1[C:11]([C:12]([NH:14][C:15]2[CH:16]=[N:17][CH:18]=[C:19]([F:30])[C:20]=2[N:21]2[CH2:26][CH2:25][CH:24]([C:27]([OH:29])=[O:28])[CH2:23][CH2:22]2)=[O:13])=[C:5]2[N:6]=[CH:7][C:8]([F:10])=[CH:9][N:4]2[N:3]=1.[ClH:31]. Product: [ClH:31].[NH2:1][C:2]1[C:11]([C:12]([NH:14][C:15]2[CH:16]=[N:17][CH:18]=[C:19]([F:30])[C:20]=2[N:21]2[CH2:22][CH2:23][CH:24]([C:27]([OH:29])=[O:28])[CH2:25][CH2:26]2)=[O:13])=[C:5]2[N:6]=[CH:7][C:8]([F:10])=[CH:9][N:4]2[N:3]=1. The catalyst class is: 37. (3) Reactant: [F:1][C:2]1[CH:15]=[C:14]([F:16])[CH:13]=[CH:12][C:3]=1[O:4][C:5]([CH3:11])([CH2:9][CH3:10])[C:6]([OH:8])=O.CN1CCOCC1.C1C=CC2N(O)N=NC=2C=1.[CH2:34]([O:36][C:37](=[O:45])[CH2:38][C:39]1[N:40]=[C:41]([NH2:44])[S:42][CH:43]=1)[CH3:35].CCN=C=NCCCN(C)C. Product: [CH2:34]([O:36][C:37](=[O:45])[CH2:38][C:39]1[N:40]=[C:41]([NH:44][C:6](=[O:8])[C:5]([O:4][C:3]2[CH:12]=[CH:13][C:14]([F:16])=[CH:15][C:2]=2[F:1])([CH3:11])[CH2:9][CH3:10])[S:42][CH:43]=1)[CH3:35]. The catalyst class is: 2. (4) Reactant: [F:1][C:2]1[CH:7]=[C:6]([O:8][CH3:9])[CH:5]=[CH:4][C:3]=1[CH:10]1[CH2:15][CH2:14][NH:13][CH2:12][CH2:11]1.C(N(CC)C(C)C)(C)C.Br[CH2:26][C:27]([O:29][CH2:30][CH3:31])=[O:28]. Product: [F:1][C:2]1[CH:7]=[C:6]([O:8][CH3:9])[CH:5]=[CH:4][C:3]=1[CH:10]1[CH2:11][CH2:12][N:13]([CH2:26][C:27]([O:29][CH2:30][CH3:31])=[O:28])[CH2:14][CH2:15]1. The catalyst class is: 3. (5) The catalyst class is: 38. Reactant: C[O:2][C:3]([C:5]1[C:9]2=[N:10][C:11]([C:14]3[C:22]4[C:17](=[CH:18][CH:19]=[C:20]([S:23]([CH3:26])(=[O:25])=[O:24])[CH:21]=4)[N:16]([CH3:27])[N:15]=3)=[CH:12][N:13]=[C:8]2[N:7](COC(=O)C(C)(C)C)[CH:6]=1)=[O:4].[OH-].[Na+]. Product: [CH3:26][S:23]([C:20]1[CH:21]=[C:22]2[C:17](=[CH:18][CH:19]=1)[N:16]([CH3:27])[N:15]=[C:14]2[C:11]1[N:10]=[C:9]2[C:5]([C:3]([OH:4])=[O:2])=[CH:6][NH:7][C:8]2=[N:13][CH:12]=1)(=[O:25])=[O:24]. (6) Reactant: C([O:3][C:4]([C:6]1[CH:7]=[N:8][N:9]([C:11]2[NH:20][C:19](=[O:21])[C:18]3[C:13](=[CH:14][C:15]([CH3:31])=[C:16]([O:22][C:23]4[C:28]([CH3:29])=[CH:27][CH:26]=[CH:25][C:24]=4[CH3:30])[CH:17]=3)[N:12]=2)[CH:10]=1)=[O:5])C.[OH-].[K+]. Product: [CH3:29][C:28]1[CH:27]=[CH:26][CH:25]=[C:24]([CH3:30])[C:23]=1[O:22][C:16]1[CH:17]=[C:18]2[C:13](=[CH:14][C:15]=1[CH3:31])[N:12]=[C:11]([N:9]1[CH:10]=[C:6]([C:4]([OH:5])=[O:3])[CH:7]=[N:8]1)[NH:20][C:19]2=[O:21]. The catalyst class is: 1.